This data is from Forward reaction prediction with 1.9M reactions from USPTO patents (1976-2016). The task is: Predict the product of the given reaction. (1) The product is: [C:4]1(/[C:10](=[N:17]/[O:18][CH2:19][C:20]2[CH:25]=[CH:24][C:23]([O:26][CH2:27][C:28]3[O:32][N:31]=[C:30]([C:33]4[CH:34]=[CH:35][CH:36]=[CH:37][CH:38]=4)[CH:29]=3)=[CH:22][CH:21]=2)/[CH2:11][CH2:12][C:13]([OH:15])=[O:14])[CH:9]=[CH:8][CH:7]=[CH:6][CH:5]=1. Given the reactants O.[OH-].[Li+].[C:4]1(/[C:10](=[N:17]/[O:18][CH2:19][C:20]2[CH:25]=[CH:24][C:23]([O:26][CH2:27][C:28]3[O:32][N:31]=[C:30]([C:33]4[CH:38]=[CH:37][CH:36]=[CH:35][CH:34]=4)[CH:29]=3)=[CH:22][CH:21]=2)/[CH2:11][CH2:12][C:13]([O:15]C)=[O:14])[CH:9]=[CH:8][CH:7]=[CH:6][CH:5]=1.O.Cl, predict the reaction product. (2) Given the reactants [CH:1]([C:3]1[CH:4]=[C:5]([S:12][C:13]2[CH:14]=[C:15]([NH:19][S:20]([C:23]3[CH:28]=[CH:27][CH:26]=[CH:25][CH:24]=3)(=[O:22])=[O:21])[CH:16]=[CH:17][CH:18]=2)[CH:6]=[CH:7][C:8]=1[N+:9]([O-:11])=[O:10])=O.[CH2:29]([NH2:32])[CH2:30][CH3:31].[BH-](OC(C)=O)(OC(C)=O)OC(C)=O.[Na+].[OH-].[Na+], predict the reaction product. The product is: [N+:9]([C:8]1[CH:7]=[CH:6][C:5]([S:12][C:13]2[CH:14]=[C:15]([NH:19][S:20]([C:23]3[CH:24]=[CH:25][CH:26]=[CH:27][CH:28]=3)(=[O:22])=[O:21])[CH:16]=[CH:17][CH:18]=2)=[CH:4][C:3]=1[CH2:1][NH:32][CH2:29][CH2:30][CH3:31])([O-:11])=[O:10]. (3) Given the reactants [O:1]([CH2:8][C:9]([N:11]1[CH2:16][CH2:15][CH2:14][CH2:13][C@@H:12]1[C:17]1[O:21][N:20]=[C:19]([C:22]2[CH:30]=[CH:29][C:25]([C:26](O)=[O:27])=[CH:24][CH:23]=2)[N:18]=1)=[O:10])[C:2]1[CH:7]=[CH:6][CH:5]=[CH:4][CH:3]=1.CN(C(ON1N=NC2C=CC=CC1=2)=[N+](C)C)C.[B-](F)(F)(F)F.CCN(C(C)C)C(C)C.[NH:62]1[CH2:67][CH2:66][O:65][CH2:64][CH2:63]1, predict the reaction product. The product is: [N:62]1([C:26]([C:25]2[CH:24]=[CH:23][C:22]([C:19]3[N:18]=[C:17]([C@H:12]4[CH2:13][CH2:14][CH2:15][CH2:16][N:11]4[C:9](=[O:10])[CH2:8][O:1][C:2]4[CH:7]=[CH:6][CH:5]=[CH:4][CH:3]=4)[O:21][N:20]=3)=[CH:30][CH:29]=2)=[O:27])[CH2:67][CH2:66][O:65][CH2:64][CH2:63]1. (4) Given the reactants [OH:1][C:2]1[CH:11]=[C:10]2[C:5]([C:6]([O:12][C:13]3[CH:14]=[C:15]4[C:19](=[CH:20][CH:21]=3)[NH:18][CH:17]=[CH:16]4)=[N:7][CH:8]=[N:9]2)=[CH:4][C:3]=1[O:22][CH3:23].O[CH2:25][CH2:26][CH2:27][N:28]1[CH2:33][CH2:32][O:31][CH2:30][CH2:29]1, predict the reaction product. The product is: [NH:18]1[C:19]2[C:15](=[CH:14][C:13]([O:12][C:6]3[C:5]4[C:10](=[CH:11][C:2]([O:1][CH2:25][CH2:26][CH2:27][N:28]5[CH2:33][CH2:32][O:31][CH2:30][CH2:29]5)=[C:3]([O:22][CH3:23])[CH:4]=4)[N:9]=[CH:8][N:7]=3)=[CH:21][CH:20]=2)[CH:16]=[CH:17]1. (5) Given the reactants [Cl:1][C:2]1[CH:12]=[CH:11][C:5]([C:6]([N:8]=[C:9]=[O:10])=O)=[CH:4][C:3]=1[C:13]([F:16])([F:15])[F:14].[Cl:17][C:18]1[CH:23]=[CH:22][C:21]([CH2:24][NH:25][C:26](=[O:31])[C:27]([CH3:30])([CH3:29])[CH3:28])=[CH:20][C:19]=1[NH:32][NH:33]C(OC(C)(C)C)=O.FC(F)(F)C(O)=O, predict the reaction product. The product is: [Cl:17][C:18]1[CH:23]=[CH:22][C:21]([CH2:24][NH:25][C:26](=[O:31])[C:27]([CH3:30])([CH3:29])[CH3:28])=[CH:20][C:19]=1[N:32]1[C:9](=[O:10])[NH:8][C:6]([C:5]2[CH:11]=[CH:12][C:2]([Cl:1])=[C:3]([C:13]([F:16])([F:15])[F:14])[CH:4]=2)=[N:33]1. (6) Given the reactants [F:1][C:2]([F:18])([F:17])[C:3]1[CH:8]=[CH:7][C:6]([NH:9][C:10](=[O:16])[CH2:11][C@@H:12](O)[CH2:13][CH3:14])=[CH:5][CH:4]=1.C1(P(C2C=CC=CC=2)C2C=CC=CC=2)C=CC=CC=1.O1CCCC1.N(C(OC(C)C)=O)=NC(OC(C)C)=O, predict the reaction product. The product is: [CH2:13]([C@H:12]1[N:9]([C:6]2[CH:7]=[CH:8][C:3]([C:2]([F:18])([F:17])[F:1])=[CH:4][CH:5]=2)[C:10](=[O:16])[CH2:11]1)[CH3:14]. (7) Given the reactants C[O:2][C:3](=[O:32])[CH2:4][C:5]1[C:13]2[C:8](=[CH:9][CH:10]=[CH:11][CH:12]=2)[NH:7][C:6]=1[C:14]1[CH:19]=[CH:18][C:17]([CH2:20][CH3:21])=[C:16]([S:22](=[O:31])(=[O:30])[NH:23][CH:24]2[CH2:29][CH2:28][CH2:27][CH2:26][CH2:25]2)[CH:15]=1.C1COCC1.O, predict the reaction product. The product is: [CH:24]1([NH:23][S:22]([C:16]2[CH:15]=[C:14]([C:6]3[NH:7][C:8]4[C:13]([C:5]=3[CH2:4][C:3]([OH:32])=[O:2])=[CH:12][CH:11]=[CH:10][CH:9]=4)[CH:19]=[CH:18][C:17]=2[CH2:20][CH3:21])(=[O:31])=[O:30])[CH2:29][CH2:28][CH2:27][CH2:26][CH2:25]1. (8) The product is: [CH3:18][C:19]1[N:20]=[C:21]([N:25]([CH2:46][O:47][CH2:48][CH2:49][O:50][CH3:51])[S:26]([C:29]2[S:30][CH:31]=[CH:32][C:33]=2[C:34]2[CH:45]=[CH:44][C:37]([CH2:38][N:5]3[C:6](=[O:15])[N:7]([C:9]4[CH:14]=[CH:13][CH:12]=[CH:11][N:10]=4)[N:8]=[C:4]3[CH2:1][CH2:2][CH3:3])=[CH:36][CH:35]=2)(=[O:28])=[O:27])[S:22][C:23]=1[CH3:24]. Given the reactants [CH2:1]([C:4]1[NH:5][C:6](=[O:15])[N:7]([C:9]2[CH:14]=[CH:13][CH:12]=[CH:11][N:10]=2)[N:8]=1)[CH2:2][CH3:3].[H-].[Na+].[CH3:18][C:19]1[N:20]=[C:21]([N:25]([CH2:46][O:47][CH2:48][CH2:49][O:50][CH3:51])[S:26]([C:29]2[S:30][CH:31]=[CH:32][C:33]=2[C:34]2[CH:45]=[CH:44][C:37]([CH2:38]OS(C)(=O)=O)=[CH:36][CH:35]=2)(=[O:28])=[O:27])[S:22][C:23]=1[CH3:24].O, predict the reaction product. (9) Given the reactants [NH:1]1[C:9]2[C:4](=[CH:5][CH:6]=[CH:7][N:8]=2)[CH:3]=[CH:2]1.[Br:10][C:11]1[N:16]=[CH:15][C:14]([CH:17]=[O:18])=[CH:13][CH:12]=1.[OH-].[K+], predict the reaction product. The product is: [Br:10][C:11]1[N:16]=[CH:15][C:14]([CH:17]([C:3]2[C:4]3[C:9](=[N:8][CH:7]=[CH:6][CH:5]=3)[NH:1][CH:2]=2)[OH:18])=[CH:13][CH:12]=1. (10) Given the reactants [Br:1][C:2]1[C:3]([F:22])=[CH:4][C:5]2[CH:11]3[CH2:12][CH:9]([CH2:10]3)[N:8]3[C:13]([CH:19]=O)=[C:14]([C:16]([NH2:18])=[O:17])[N:15]=[C:7]3[C:6]=2[CH:21]=1.[CH2:23]1[CH:27]([OH:28])[CH2:26][NH:25][CH2:24]1, predict the reaction product. The product is: [Br:1][C:2]1[C:3]([F:22])=[CH:4][C:5]2[CH:11]3[CH2:10][CH:9]([CH2:12]3)[N:8]3[C:13]([CH2:19][N:25]4[CH2:24][CH2:23][CH:27]([OH:28])[CH2:26]4)=[C:14]([C:16]([NH2:18])=[O:17])[N:15]=[C:7]3[C:6]=2[CH:21]=1.